This data is from Full USPTO retrosynthesis dataset with 1.9M reactions from patents (1976-2016). The task is: Predict the reactants needed to synthesize the given product. (1) The reactants are: [CH3:1][C:2]1([CH3:35])[NH:7][C:6]2[CH:8]=[C:9]([C:11]3[CH:12]=[N:13][N:14](COCC[Si](C)(C)C)[C:15]=3[CH2:16][NH:17][CH2:18][CH2:19][C:20]3[CH:25]=[CH:24][CH:23]=[CH:22][CH:21]=3)[S:10][C:5]=2[C:4](=[O:34])[NH:3]1.[F-].C([N+](CCCC)(CCCC)CCCC)CCC. Given the product [CH3:1][C:2]1([CH3:35])[NH:7][C:6]2[CH:8]=[C:9]([C:11]3[CH:12]=[N:13][NH:14][C:15]=3[CH2:16][NH:17][CH2:18][CH2:19][C:20]3[CH:25]=[CH:24][CH:23]=[CH:22][CH:21]=3)[S:10][C:5]=2[C:4](=[O:34])[NH:3]1, predict the reactants needed to synthesize it. (2) The reactants are: [Cl:1][C:2]1[CH:3]=[C:4]([CH3:18])[C:5]2[O:10][CH:9]([C:11]3[CH:16]=[CH:15][CH:14]=[CH:13][CH:12]=3)[CH2:8][NH:7][C:6]=2[CH:17]=1.N1C=CC=CC=1.[CH2:25]([O:27][C:28](=[O:34])/[CH:29]=[CH:30]/[C:31](Cl)=[O:32])[CH3:26]. Given the product [CH2:25]([O:27][C:28](=[O:34])/[CH:29]=[CH:30]/[C:31]([N:7]1[C:6]2[CH:17]=[C:2]([Cl:1])[CH:3]=[C:4]([CH3:18])[C:5]=2[O:10][CH:9]([C:11]2[CH:16]=[CH:15][CH:14]=[CH:13][CH:12]=2)[CH2:8]1)=[O:32])[CH3:26], predict the reactants needed to synthesize it. (3) Given the product [NH:1]1[C:5]2[CH:6]=[CH:7][CH:8]=[CH:9][C:4]=2[N:3]=[C:2]1[CH2:10][CH2:11][NH:12][C:45]([NH2:44])=[S:46], predict the reactants needed to synthesize it. The reactants are: [NH:1]1[C:5]2[CH:6]=[CH:7][CH:8]=[CH:9][C:4]=2[N:3]=[C:2]1[CH2:10][CH2:11][NH2:12].C1(N)C(F)=C(F)C(F)=C(N)C=1F.Cl.Cl.CCN(C(C)C)C(C)C.C([N:44]=[C:45]=[S:46])(=O)C1C=CC=CC=1. (4) The reactants are: [F:1][C:2]([F:49])([F:48])[C:3]1[CH:4]=[C:5]([C@@H:13]2[C:17]3([CH2:19][CH2:18]3)[N:16]([CH2:20][C:21]3[C:26]([C:27]4[CH:28]=[C:29]([C@H:35]5[CH2:38][C@H:37]([C:39](OC)=[O:40])[CH2:36]5)[CH:30]=[CH:31][C:32]=4[O:33][CH3:34])=[CH:25][CH:24]=[C:23]([C:43]([F:46])([F:45])[F:44])[N:22]=3)[C:15](=[O:47])[O:14]2)[CH:6]=[C:7]([C:9]([F:12])([F:11])[F:10])[CH:8]=1.CCC(C)[BH-](C(C)CC)C(C)CC.[Li+].C(O)(C(F)(F)F)=O.C(=O)(O)[O-].[Na+]. Given the product [F:49][C:2]([F:1])([F:48])[C:3]1[CH:4]=[C:5]([C@@H:13]2[C:17]3([CH2:18][CH2:19]3)[N:16]([CH2:20][C:21]3[C:26]([C:27]4[CH:28]=[C:29]([C@H:35]5[CH2:36][C@H:37]([CH2:39][OH:40])[CH2:38]5)[CH:30]=[CH:31][C:32]=4[O:33][CH3:34])=[CH:25][CH:24]=[C:23]([C:43]([F:46])([F:45])[F:44])[N:22]=3)[C:15](=[O:47])[O:14]2)[CH:6]=[C:7]([C:9]([F:12])([F:11])[F:10])[CH:8]=1, predict the reactants needed to synthesize it. (5) Given the product [N+:8]([C:5]1[CH:6]=[CH:7][C:2]([NH:1][C:18](=[O:19])[CH2:17][C:11]2[CH:16]=[CH:15][CH:14]=[CH:13][CH:12]=2)=[N:3][CH:4]=1)([O-:10])=[O:9], predict the reactants needed to synthesize it. The reactants are: [NH2:1][C:2]1[CH:7]=[CH:6][C:5]([N+:8]([O-:10])=[O:9])=[CH:4][N:3]=1.[C:11]1([CH2:17][C:18](Cl)=[O:19])[CH:16]=[CH:15][CH:14]=[CH:13][CH:12]=1.